This data is from Forward reaction prediction with 1.9M reactions from USPTO patents (1976-2016). The task is: Predict the product of the given reaction. (1) Given the reactants [OH:1][C:2]1(/[CH:17]=[CH:18]/[C:19](/[CH2:26][CH2:27][CH3:28])=[CH:20]\[C:21]([O:23][CH2:24][CH3:25])=[O:22])[C:13]([CH3:15])([CH3:14])[CH2:12][C:5]2(OC(C)C(C)[O:6]2)[CH:4]=[C:3]1[CH3:16].O, predict the reaction product. The product is: [OH:1][C:2]1(/[CH:17]=[CH:18]/[C:19](/[CH2:26][CH2:27][CH3:28])=[CH:20]\[C:21]([O:23][CH2:24][CH3:25])=[O:22])[C:13]([CH3:15])([CH3:14])[CH2:12][C:5](=[O:6])[CH:4]=[C:3]1[CH3:16]. (2) Given the reactants [S:1]1[C:5]2[CH:6]=[CH:7][CH:8]=[CH:9][C:4]=2[C:3]([CH:10]=O)=[CH:2]1.[N:12]1[CH:17]=[CH:16][CH:15]=[CH:14][C:13]=1[N:18]1[CH2:23][CH2:22][NH:21][CH2:20][CH2:19]1.C(O[BH-](OC(=O)C)OC(=O)C)(=O)C.[Na+].C(OCC)C, predict the reaction product. The product is: [S:1]1[C:5]2[CH:6]=[CH:7][CH:8]=[CH:9][C:4]=2[C:3]([CH2:10][N:21]2[CH2:22][CH2:23][N:18]([C:13]3[CH:14]=[CH:15][CH:16]=[CH:17][N:12]=3)[CH2:19][CH2:20]2)=[CH:2]1. (3) Given the reactants [C:1]([C:8]1[NH:9][CH:10]=[CH:11]N=1)([C:3]1NC=CN=1)=O.[Cl:13][C:14]1[CH:22]=[CH:21][C:17]([C:18]([OH:20])=O)=[CH:16][C:15]=1[N+:23]([O-:25])=[O:24].N1CCCCC1, predict the reaction product. The product is: [Cl:13][C:14]1[CH:22]=[CH:21][C:17]([C:18]([N:9]2[CH2:8][CH2:1][CH2:3][CH2:11][CH2:10]2)=[O:20])=[CH:16][C:15]=1[N+:23]([O-:25])=[O:24]. (4) Given the reactants [NH2:1][C:2]1[N:10]=[C:9]([CH3:11])[CH:8]=[CH:7][C:3]=1[C:4](O)=[O:5].[CH:12]([NH2:14])=O, predict the reaction product. The product is: [CH3:11][C:9]1[CH:8]=[CH:7][C:3]2[C:4]([OH:5])=[N:14][CH:12]=[N:1][C:2]=2[N:10]=1. (5) The product is: [CH3:1][CH:2]1[CH2:7][CH2:6][CH2:5][CH2:4][N:3]1[C:8]1[CH:17]=[CH:16][C:11]([C:12]([OH:14])=[O:13])=[CH:10][C:9]=1[C:18]([F:20])([F:19])[F:21]. Given the reactants [CH3:1][CH:2]1[CH2:7][CH2:6][CH2:5][CH2:4][N:3]1[C:8]1[CH:17]=[CH:16][C:11]([C:12]([O:14]C)=[O:13])=[CH:10][C:9]=1[C:18]([F:21])([F:20])[F:19].[OH-].[Li+], predict the reaction product. (6) The product is: [N:11]1[C:12]2[C:7](=[CH:6][C:5]([CH2:4][CH2:3][CH2:2][OH:1])=[CH:14][CH:13]=2)[CH:8]=[CH:9][CH:10]=1. Given the reactants [OH:1][CH2:2][C:3]#[C:4][C:5]1[CH:6]=[C:7]2[C:12](=[CH:13][CH:14]=1)[N:11]=[CH:10][CH:9]=[CH:8]2, predict the reaction product. (7) Given the reactants [F:1][C:2]1[C:7]([F:8])=[CH:6][CH:5]=[CH:4][C:3]=1[C:9]1[N:17]=[C:12]2[CH:13]=[N:14][NH:15][CH:16]=[C:11]2[N:10]=1.Cl[CH2:19][C:20]1[O:24][N:23]=[C:22]([C:25]2[CH:37]=[CH:36][C:28]([CH2:29][N:30]3[CH2:35][CH2:34][O:33][CH2:32][CH2:31]3)=[CH:27][CH:26]=2)[CH:21]=1, predict the reaction product. The product is: [F:1][C:2]1[C:7]([F:8])=[CH:6][CH:5]=[CH:4][C:3]=1[C:9]1[N:17]=[C:12]2[CH:13]=[N:14][N:15]([CH2:19][C:20]3[O:24][N:23]=[C:22]([C:25]4[CH:26]=[CH:27][C:28]([CH2:29][N:30]5[CH2:35][CH2:34][O:33][CH2:32][CH2:31]5)=[CH:36][CH:37]=4)[CH:21]=3)[CH:16]=[C:11]2[N:10]=1.